From a dataset of Forward reaction prediction with 1.9M reactions from USPTO patents (1976-2016). Predict the product of the given reaction. (1) Given the reactants Br[C:2]1[CH:3]=[C:4]([NH2:9])[CH:5]=[CH:6][C:7]=1[F:8].C(B(CC)[C:13]1[CH:14]=[N:15][CH:16]=[CH:17][CH:18]=1)C.C(=O)([O-])[O-].[K+].[K+], predict the reaction product. The product is: [F:8][C:7]1[CH:6]=[CH:5][C:4]([NH2:9])=[CH:3][C:2]=1[C:13]1[CH:14]=[N:15][CH:16]=[CH:17][CH:18]=1. (2) Given the reactants [NH2:1][CH2:2][C:3]([C:12]1[CH:17]=[CH:16][CH:15]=[CH:14][CH:13]=1)([C:6]1[CH:11]=[CH:10][CH:9]=[CH:8][CH:7]=1)[CH2:4][OH:5].C(N(CC)CC)C.Cl[C:26]([O:28][CH2:29][C:30]1[CH:35]=[CH:34][CH:33]=[CH:32][CH:31]=1)=[O:27], predict the reaction product. The product is: [OH:5][CH2:4][C:3]([C:12]1[CH:17]=[CH:16][CH:15]=[CH:14][CH:13]=1)([C:6]1[CH:11]=[CH:10][CH:9]=[CH:8][CH:7]=1)[CH2:2][NH:1][C:26](=[O:27])[O:28][CH2:29][C:30]1[CH:35]=[CH:34][CH:33]=[CH:32][CH:31]=1. (3) Given the reactants [CH2:1]([N:5]([CH2:17][CH2:18][CH2:19][CH3:20])[C:6](=O)[N:7]([CH2:12][CH2:13][CH2:14][CH3:15])[CH2:8][CH2:9][CH2:10][CH3:11])[CH2:2][CH2:3][CH3:4].P(Cl)(Cl)(Cl)=O.[CH2:26]([NH2:30])[CH2:27][CH2:28][CH3:29], predict the reaction product. The product is: [CH2:1]([N:5]([CH2:17][CH2:18][CH2:19][CH3:20])[C:6](=[N:30][CH2:26][CH2:27][CH2:28][CH3:29])[N:7]([CH2:12][CH2:13][CH2:14][CH3:15])[CH2:8][CH2:9][CH2:10][CH3:11])[CH2:2][CH2:3][CH3:4]. (4) The product is: [C:7]([C:9]1[CH:10]=[C:11]2[C:15](=[CH:16][CH:17]=1)[N:14]([S:55]([C:52]1[CH:51]=[CH:50][C:49]([C:47]#[N:48])=[CH:54][CH:53]=1)(=[O:57])=[O:56])[C:13](=[O:18])[C@@:12]2([NH:28][C:29]([N:31]1[CH2:34][C:33]2([CH2:37][N:36]([CH:38]3[CH2:39][CH2:40][N:41]([CH:44]([CH3:45])[CH3:46])[CH2:42][CH2:43]3)[CH2:35]2)[CH2:32]1)=[O:30])[C:19]1[C:20]([O:25][CH2:26][CH3:27])=[N:21][CH:22]=[CH:23][CH:24]=1)#[N:8]. Given the reactants C([O-])(C)(C)C.[K+].[C:7]([C:9]1[CH:10]=[C:11]2[C:15](=[CH:16][CH:17]=1)[NH:14][C:13](=[O:18])[C@@:12]2([NH:28][C:29]([N:31]1[CH2:34][C:33]2([CH2:37][N:36]([CH:38]3[CH2:43][CH2:42][N:41]([CH:44]([CH3:46])[CH3:45])[CH2:40][CH2:39]3)[CH2:35]2)[CH2:32]1)=[O:30])[C:19]1[C:20]([O:25][CH2:26][CH3:27])=[N:21][CH:22]=[CH:23][CH:24]=1)#[N:8].[C:47]([C:49]1[CH:54]=[CH:53][C:52]([S:55](Cl)(=[O:57])=[O:56])=[CH:51][CH:50]=1)#[N:48].C([O-])([O-])=O.[K+].[K+], predict the reaction product. (5) Given the reactants [Cl:1][C:2]1[CH:3]=[C:4]2[C:8](=[C:9]([CH3:11])[CH:10]=1)[NH:7][C:6](=O)[C:5]2=O.[H-].[Al+3].[Li+].[H-].[H-].[H-], predict the reaction product. The product is: [Cl:1][C:2]1[CH:3]=[C:4]2[C:8](=[C:9]([CH3:11])[CH:10]=1)[NH:7][CH:6]=[CH:5]2.